Dataset: Full USPTO retrosynthesis dataset with 1.9M reactions from patents (1976-2016). Task: Predict the reactants needed to synthesize the given product. (1) Given the product [CH3:20][O:19][C:11]1[CH:10]=[C:9]([NH:8][C:4]2[N:3]=[C:2]([NH:21][C:22]3[CH:30]=[CH:29][C:28]4[CH2:27][CH2:26][CH2:25][C:24]=4[C:23]=3[S:31]([NH2:34])(=[O:32])=[O:33])[CH:7]=[CH:6][N:5]=2)[CH:14]=[C:13]([O:15][CH3:16])[C:12]=1[O:17][CH3:18], predict the reactants needed to synthesize it. The reactants are: Cl[C:2]1[CH:7]=[CH:6][N:5]=[C:4]([NH:8][C:9]2[CH:14]=[C:13]([O:15][CH3:16])[C:12]([O:17][CH3:18])=[C:11]([O:19][CH3:20])[CH:10]=2)[N:3]=1.[NH2:21][C:22]1[CH:30]=[CH:29][C:28]2[CH2:27][CH2:26][CH2:25][C:24]=2[C:23]=1[S:31]([NH2:34])(=[O:33])=[O:32].Cl. (2) Given the product [ClH:41].[F:1][C:2]1[CH:7]=[CH:6][C:5]([C:8]2[C:9]([N:14]3[CH2:19][CH2:18][N:17]([CH2:20][C:21]4[CH:22]=[N:23][N:24]([CH2:26][CH2:27][N:28]([CH3:29])[S:38]([CH3:37])(=[O:40])=[O:39])[CH:25]=4)[CH2:16][CH2:15]3)=[N:10][CH:11]=[CH:12][N:13]=2)=[CH:4][CH:3]=1, predict the reactants needed to synthesize it. The reactants are: [F:1][C:2]1[CH:7]=[CH:6][C:5]([C:8]2[C:9]([N:14]3[CH2:19][CH2:18][N:17]([CH2:20][C:21]4[CH:22]=[N:23][N:24]([CH2:26][CH2:27][NH:28][CH3:29])[CH:25]=4)[CH2:16][CH2:15]3)=[N:10][CH:11]=[CH:12][N:13]=2)=[CH:4][CH:3]=1.C(N(CC)CC)C.[CH3:37][S:38]([Cl:41])(=[O:40])=[O:39].[Cl-].[NH4+]. (3) Given the product [Cl:1][C:2]1[O:6][N:5]=[C:4]([C:7]([Cl:12])=[O:9])[CH:3]=1, predict the reactants needed to synthesize it. The reactants are: [Cl:1][C:2]1[O:6][N:5]=[C:4]([C:7]([OH:9])=O)[CH:3]=1.O=S(Cl)[Cl:12]. (4) Given the product [CH:16]1([N:7]2[CH2:8][C:9]([F:15])([F:14])[C:10](=[O:13])[N:11]([CH3:12])[C:5]3[CH:4]=[N:3][C:2]([NH:22][C:23]4[CH:31]=[CH:30][C:26]([C:27]([OH:29])=[O:28])=[CH:25][C:24]=4[O:32][CH2:33][CH3:34])=[N:21][C:6]2=3)[CH2:20][CH2:19][CH2:18][CH2:17]1, predict the reactants needed to synthesize it. The reactants are: Cl[C:2]1[N:3]=[CH:4][C:5]2[N:11]([CH3:12])[C:10](=[O:13])[C:9]([F:15])([F:14])[CH2:8][N:7]([CH:16]3[CH2:20][CH2:19][CH2:18][CH2:17]3)[C:6]=2[N:21]=1.[NH2:22][C:23]1[CH:31]=[CH:30][C:26]([C:27]([OH:29])=[O:28])=[CH:25][C:24]=1[O:32][CH2:33][CH3:34].Cl. (5) The reactants are: [O:1]1[C:5]2([CH2:10][CH2:9][CH2:8][CH2:7][CH2:6]2)[CH2:4]C[C:2]1=[O:11].C(=O)([O-])[O-].[Cs+].[Cs+].Br[CH2:19][C:20]1[CH:25]=[CH:24][C:23]([I:26])=[CH:22][CH:21]=1.C(#[N:29])C. Given the product [I:26][C:23]1[CH:24]=[CH:25][C:20]([CH2:19][N:29]2[CH2:4][C:5]3([CH2:6][CH2:7][CH2:8][CH2:9][CH2:10]3)[O:1][C:2]2=[O:11])=[CH:21][CH:22]=1, predict the reactants needed to synthesize it. (6) Given the product [CH2:3]([C@H:10]1[CH2:11][N:12]([C:16]2[CH:21]=[CH:20][C:19]([O:22][CH3:23])=[C:18]([O:24][CH:25]3[CH2:30][CH2:29][N:28]([CH3:31])[CH2:27][CH2:26]3)[CH:17]=2)[CH2:13][CH2:14][N:15]1[C:32](=[O:34])[CH3:33])[C:4]1[CH:5]=[CH:6][CH:7]=[CH:8][CH:9]=1, predict the reactants needed to synthesize it. The reactants are: Cl.Cl.[CH2:3]([C@@H:10]1[NH:15][CH2:14][CH2:13][N:12]([C:16]2[CH:21]=[CH:20][C:19]([O:22][CH3:23])=[C:18]([O:24][CH:25]3[CH2:30][CH2:29][N:28]([CH3:31])[CH2:27][CH2:26]3)[CH:17]=2)[CH2:11]1)[C:4]1[CH:9]=[CH:8][CH:7]=[CH:6][CH:5]=1.[C:32](OC(=O)C)(=[O:34])[CH3:33].